From a dataset of Full USPTO retrosynthesis dataset with 1.9M reactions from patents (1976-2016). Predict the reactants needed to synthesize the given product. (1) Given the product [CH3:24][N:2]([CH3:1])[C:3](=[O:23])[O:4][C:5]1[CH:10]=[CH:9][CH:8]=[C:7]([NH:11][C:12]([C:14]2([CH2:20][O:21][CH3:22])[CH2:15][CH2:16][N:17]([C:35]3[C:36]4[C:43]([CH3:44])=[CH:42][NH:41][C:37]=4[N:38]=[CH:39][N:40]=3)[CH2:18][CH2:19]2)=[O:13])[CH:6]=1, predict the reactants needed to synthesize it. The reactants are: [CH3:1][N:2]([CH3:24])[C:3](=[O:23])[O:4][C:5]1[CH:10]=[CH:9][CH:8]=[C:7]([NH:11][C:12]([C:14]2([CH2:20][O:21][CH3:22])[CH2:19][CH2:18][NH:17][CH2:16][CH2:15]2)=[O:13])[CH:6]=1.C(N(CC)C(C)C)(C)C.Cl[C:35]1[C:36]2[C:43]([CH3:44])=[CH:42][NH:41][C:37]=2[N:38]=[CH:39][N:40]=1. (2) Given the product [CH3:18][O:19][C:20]([C:6]1[S:7][C:8]([C:60]([O:59][CH3:58])=[O:61])=[C:9]([O:10][CH2:11][C:12]([F:15])([F:14])[F:13])[C:5]=1[O:4][CH2:3][C:2]([F:1])([F:16])[F:17])=[O:21], predict the reactants needed to synthesize it. The reactants are: [F:1][C:2]([F:17])([F:16])[CH2:3][O:4][C:5]1[C:9]([O:10][CH2:11][C:12]([F:15])([F:14])[F:13])=[CH:8][S:7][CH:6]=1.[CH3:18][O:19][C:20](C1SC([C:20]([O:19][CH3:18])=[O:21])=C(O)C=1O)=[O:21].S1C=CC=C1.C1C=CC(P(C2C=CC=CC=2)C2C=CC=CC=2)=CC=1.C[CH2:58][O:59][C:60](/N=N/[C:60]([O:59][CH2:58]C)=[O:61])=[O:61]. (3) Given the product [Cl:10][C:11]1[CH:19]=[CH:18][C:14]([C:15]([N:1]2[CH2:9][CH2:8][CH:4]([C:5]([OH:7])=[O:6])[CH2:3][CH2:2]2)=[O:16])=[CH:13][CH:12]=1, predict the reactants needed to synthesize it. The reactants are: [NH:1]1[CH2:9][CH2:8][CH:4]([C:5]([OH:7])=[O:6])[CH2:3][CH2:2]1.[Cl:10][C:11]1[CH:19]=[CH:18][C:14]([C:15](Cl)=[O:16])=[CH:13][CH:12]=1.Cl. (4) Given the product [CH3:17][C:15]1([CH3:18])[O:16][B:12]([C:2]2[CH:10]=[CH:9][C:8]3[C:7](=[O:11])[O:6][CH2:5][C:4]=3[CH:3]=2)[O:13][C:14]1([CH3:20])[CH3:19], predict the reactants needed to synthesize it. The reactants are: Br[C:2]1[CH:3]=[C:4]2[C:8](=[CH:9][CH:10]=1)[C:7](=[O:11])[O:6][CH2:5]2.[B:12]1([B:12]2[O:16][C:15]([CH3:18])([CH3:17])[C:14]([CH3:20])([CH3:19])[O:13]2)[O:16][C:15]([CH3:18])([CH3:17])[C:14]([CH3:20])([CH3:19])[O:13]1.C([O-])(=O)C.[K+].